Dataset: Peptide-MHC class II binding affinity with 134,281 pairs from IEDB. Task: Regression. Given a peptide amino acid sequence and an MHC pseudo amino acid sequence, predict their binding affinity value. This is MHC class II binding data. (1) The binding affinity (normalized) is 0. The peptide sequence is KGDEQKLRSAGEVEI. The MHC is HLA-DPA10103-DPB10301 with pseudo-sequence HLA-DPA10103-DPB10301. (2) The peptide sequence is DVTITAPGDSPNTDG. The MHC is HLA-DPA10201-DPB10101 with pseudo-sequence HLA-DPA10201-DPB10101. The binding affinity (normalized) is 0.0331. (3) The peptide sequence is GELTIVDKIDAAFKI. The MHC is DRB5_0101 with pseudo-sequence DRB5_0101. The binding affinity (normalized) is 0.660. (4) The binding affinity (normalized) is 0. The MHC is DRB1_0401 with pseudo-sequence DRB1_0401. The peptide sequence is EDKILVQAGEAETMT. (5) The peptide sequence is GWYRSPFSAVVHLY. The MHC is H-2-IAb with pseudo-sequence H-2-IAb. The binding affinity (normalized) is 0.461. (6) The peptide sequence is LQLVGIQRAGLAPTG. The MHC is DRB1_0405 with pseudo-sequence DRB1_0405. The binding affinity (normalized) is 0.601.